Dataset: Full USPTO retrosynthesis dataset with 1.9M reactions from patents (1976-2016). Task: Predict the reactants needed to synthesize the given product. (1) Given the product [CH2:16]([C:15]([C:12]1[CH:13]=[CH:14][C:9]([C:8]#[C:7][CH2:6][CH2:5][CH2:4][C:3]([OH:40])=[O:2])=[C:10]([CH3:39])[CH:11]=1)([C:18]1[CH:23]=[CH:22][C:21](/[CH:24]=[CH:25]/[C:26]([OH:35])([C:31]([F:32])([F:33])[F:34])[C:27]([F:30])([F:28])[F:29])=[C:20]([CH3:36])[CH:19]=1)[CH2:37][CH3:38])[CH3:17], predict the reactants needed to synthesize it. The reactants are: C[O:2][C:3](=[O:40])[CH2:4][CH2:5][CH2:6][C:7]#[C:8][C:9]1[CH:14]=[CH:13][C:12]([C:15]([CH2:37][CH3:38])([C:18]2[CH:23]=[CH:22][C:21](/[CH:24]=[CH:25]/[C:26]([OH:35])([C:31]([F:34])([F:33])[F:32])[C:27]([F:30])([F:29])[F:28])=[C:20]([CH3:36])[CH:19]=2)[CH2:16][CH3:17])=[CH:11][C:10]=1[CH3:39].[OH-].[Na+].C(OCC)(=O)C. (2) Given the product [NH2:1][C@H:2]([C:13]([NH:41][C@H:42]([C:55]([NH:57][C@H:58]([C:62]([O:64][CH3:65])=[O:63])[CH:59]([CH3:61])[CH3:60])=[O:56])[CH2:43][CH2:44][CH2:45][CH2:46][NH:47][C:48]([O:50][C:51]([CH3:52])([CH3:54])[CH3:53])=[O:49])=[O:15])[CH2:3][C:4]1[C:12]2[C:7](=[CH:8][CH:9]=[CH:10][CH:11]=2)[NH:6][CH:5]=1, predict the reactants needed to synthesize it. The reactants are: [NH:1](C(OCC1C=CC=CC=1)=O)[C@@H:2]([C:13]([OH:15])=O)[CH2:3][C:4]1[C:12]2[C:7](=[CH:8][CH:9]=[CH:10][CH:11]=2)[NH:6][CH:5]=1.CN1CCOCC1.C(OC(Cl)=O)C(C)C.[NH2:41][C@H:42]([C:55]([NH:57][C@H:58]([C:62]([O:64][CH3:65])=[O:63])[CH:59]([CH3:61])[CH3:60])=[O:56])[CH2:43][CH2:44][CH2:45][CH2:46][NH:47][C:48]([O:50][C:51]([CH3:54])([CH3:53])[CH3:52])=[O:49].